This data is from Forward reaction prediction with 1.9M reactions from USPTO patents (1976-2016). The task is: Predict the product of the given reaction. (1) The product is: [C:17]([O:21][C:22](=[O:23])[NH:24][CH:25]([C:26]1[CH:36]=[CH:35][CH:34]=[C:28]([O:29][CH2:30][C:31]2[O:14][N:13]=[C:11]([C:10]3[CH:15]=[CH:16][C:7]([CH2:6][CH:2]4[O:3][CH2:4][CH2:5][O:1]4)=[CH:8][CH:9]=3)[N:12]=2)[CH:27]=1)[C:37]1[CH:42]=[CH:41][CH:40]=[CH:39][CH:38]=1)([CH3:20])([CH3:19])[CH3:18]. Given the reactants [O:1]1[CH2:5][CH2:4][O:3][CH:2]1[CH2:6][C:7]1[CH:16]=[CH:15][C:10]([C:11](=[N:13][OH:14])[NH2:12])=[CH:9][CH:8]=1.[C:17]([O:21][C:22]([NH:24][CH:25]([C:37]1[CH:42]=[CH:41][CH:40]=[CH:39][CH:38]=1)[C:26]1[CH:27]=[C:28]([CH:34]=[CH:35][CH:36]=1)[O:29][CH2:30][C:31](O)=O)=[O:23])([CH3:20])([CH3:19])[CH3:18], predict the reaction product. (2) Given the reactants [C:1]([O:5][C:6]([N:8]1[CH2:13][CH2:12][CH:11]([N:14]2[C:18]3=[N:19][CH:20]=[N:21][C:22](Cl)=[C:17]3[CH:16]=[N:15]2)[CH2:10][CH2:9]1)=[O:7])([CH3:4])([CH3:3])[CH3:2].[CH3:24][O:25][C:26]1[CH:31]=[CH:30][C:29]([OH:32])=[CH:28][CH:27]=1.C(=O)([O-])[O-].[K+].[K+].ClCCl, predict the reaction product. The product is: [C:1]([O:5][C:6]([N:8]1[CH2:13][CH2:12][CH:11]([N:14]2[C:18]3=[N:19][CH:20]=[N:21][C:22]([O:32][C:29]4[CH:30]=[CH:31][C:26]([O:25][CH3:24])=[CH:27][CH:28]=4)=[C:17]3[CH:16]=[N:15]2)[CH2:10][CH2:9]1)=[O:7])([CH3:4])([CH3:3])[CH3:2]. (3) Given the reactants [F:1][C:2]1[CH:7]=[CH:6][C:5]([NH:8][C:9](=[O:29])[CH2:10][C:11]([NH:13][C:14]2[CH:19]=[CH:18][C:17]([O:20][C:21]3[CH:26]=[CH:25][N:24]=[C:23]([NH2:27])[CH:22]=3)=[CH:16][C:15]=2[F:28])=[O:12])=[CH:4][CH:3]=1.C(N(CC)CC)C.[C:37](Cl)(=[O:40])[CH2:38][CH3:39].[OH-].[Na+], predict the reaction product. The product is: [F:1][C:2]1[CH:3]=[CH:4][C:5]([NH:8][C:9](=[O:29])[CH2:10][C:11]([NH:13][C:14]2[CH:19]=[CH:18][C:17]([O:20][C:21]3[CH:26]=[CH:25][N:24]=[C:23]([NH:27][C:37](=[O:40])[CH2:38][CH3:39])[CH:22]=3)=[CH:16][C:15]=2[F:28])=[O:12])=[CH:6][CH:7]=1. (4) Given the reactants OS(O)(=O)=O.[CH3:6][C:7](O)([CH3:9])[CH3:8].[Br:11][C:12]1[CH:17]=[CH:16][CH:15]=[CH:14][C:13]=1[SH:18].C([O-])(O)=O.[Na+], predict the reaction product. The product is: [Br:11][C:12]1[CH:17]=[CH:16][CH:15]=[CH:14][C:13]=1[S:18][C:7]([CH3:9])([CH3:8])[CH3:6]. (5) Given the reactants [OH-].[Na+].[CH3:3][C:4]1[CH:9]=[C:8]([CH2:10][C:11]#[N:12])[CH:7]=[CH:6][N:5]=1.Br[CH2:14][CH2:15]Cl.Cl, predict the reaction product. The product is: [CH3:3][C:4]1[CH:9]=[C:8]([C:10]2([C:11]#[N:12])[CH2:15][CH2:14]2)[CH:7]=[CH:6][N:5]=1. (6) Given the reactants CC(C)N=C=NC(C)C.[C:10]1([SH:16])[CH:15]=[CH:14][CH:13]=[CH:12][CH:11]=1.[C:17]([O:21][C:22](=[O:35])[C@@H:23]([NH:28][C:29](=[O:34])[CH2:30][CH2:31][CH:32]=[CH2:33])[CH2:24][C:25](O)=[O:26])([CH3:20])([CH3:19])[CH3:18].C(O)(=O)CCC=C, predict the reaction product. The product is: [O:26]=[C:25]([S:16][C:10]1[CH:15]=[CH:14][CH:13]=[CH:12][CH:11]=1)[CH2:24][C@H:23]([NH:28][C:29](=[O:34])[CH2:30][CH2:31][CH:32]=[CH2:33])[C:22]([O:21][C:17]([CH3:18])([CH3:19])[CH3:20])=[O:35].